This data is from Forward reaction prediction with 1.9M reactions from USPTO patents (1976-2016). The task is: Predict the product of the given reaction. (1) Given the reactants B(F)(F)F.[CH3:5]COCC.[Br:10][C:11]1[C:12]([OH:28])=[C:13]([C:18](=[O:27])[CH2:19][C:20]2[CH:25]=[CH:24][C:23]([OH:26])=[CH:22][CH:21]=2)[CH:14]=[CH:15][C:16]=1[OH:17].CS(Cl)(=O)=O.Cl, predict the reaction product. The product is: [OH:26][C:23]1[CH:24]=[CH:25][C:20]([C:19]2[C:18](=[O:27])[C:13]3[C:12](=[C:11]([Br:10])[C:16]([OH:17])=[CH:15][CH:14]=3)[O:28][CH:5]=2)=[CH:21][CH:22]=1. (2) Given the reactants [CH3:1][O:2][C:3]([C:5]1[S:6][C:7]([C:11]2[CH:16]=[CH:15][CH:14]=[CH:13][CH:12]=2)=[CH:8][C:9]=1[NH2:10])=[O:4].[CH:17](I)([CH3:19])[CH3:18], predict the reaction product. The product is: [CH3:1][O:2][C:3]([C:5]1[S:6][C:7]([C:11]2[CH:16]=[CH:15][CH:14]=[CH:13][CH:12]=2)=[CH:8][C:9]=1[NH:10][CH:17]([CH3:19])[CH3:18])=[O:4]. (3) Given the reactants C(OC(N1C[C@H](OCCC)C[C@@H]1[C@@H](O[Si](C(C)(C)C)(C)C)[C@@H:18]([NH:28][C:29]([C:31]1[CH:32]=[C:33]([CH:37]=[C:38](C)[CH:39]=1)[C:34]([OH:36])=[O:35])=[O:30])[CH2:19][C:20]1C=C(F)C=C(F)C=1)=O)(C)(C)C.[Si](O[C@H]([C@H]1C[C@@H](OCCC)CN1C(OC(C)(C)C)=O)[C@@H](NC(=O)C1C=C(C)C=C(C(OC)=O)C=1)CC1C=C(F)C=C(F)C=1)([C:52](C)([CH3:54])[CH3:53])(C)C.[Li+].[OH-].CO, predict the reaction product. The product is: [CH2:53]([N:28]([CH2:18][CH2:19][CH3:20])[C:29]([C:31]1[CH:32]=[C:33]([CH:37]=[CH:38][CH:39]=1)[C:34]([OH:36])=[O:35])=[O:30])[CH2:52][CH3:54]. (4) Given the reactants [Br:1][C:2]1[CH:3]=[C:4]2[C:9](=[CH:10][CH:11]=1)[N:8]=[C:7]([S:12][CH3:13])[NH:6][C:5]2=O.N1C=CC=CC=1.O=P(Cl)(Cl)[Cl:23], predict the reaction product. The product is: [Br:1][C:2]1[CH:3]=[C:4]2[C:9](=[CH:10][CH:11]=1)[N:8]=[C:7]([S:12][CH3:13])[N:6]=[C:5]2[Cl:23].